This data is from Peptide-MHC class II binding affinity with 134,281 pairs from IEDB. The task is: Regression. Given a peptide amino acid sequence and an MHC pseudo amino acid sequence, predict their binding affinity value. This is MHC class II binding data. (1) The peptide sequence is WNRKELLVTFKNAHA. The MHC is DRB1_0404 with pseudo-sequence DRB1_0404. The binding affinity (normalized) is 0.900. (2) The MHC is HLA-DQA10401-DQB10402 with pseudo-sequence HLA-DQA10401-DQB10402. The peptide sequence is INKWQVVAPQLPADL. The binding affinity (normalized) is 0.184.